Predict the reactants needed to synthesize the given product. From a dataset of Full USPTO retrosynthesis dataset with 1.9M reactions from patents (1976-2016). (1) The reactants are: [CH2:1]([C:3]1[CH:8]=[C:7]([F:9])[CH:6]=[CH:5][C:4]=1[NH:10][C:11]1[N:16]=[CH:15][C:14]2[N:17]=[CH:18][N:19]([CH3:20])[C:13]=2[CH:12]=1)[CH3:2].[H-].[Na+].I[CH3:24]. Given the product [CH2:1]([C:3]1[CH:8]=[C:7]([F:9])[CH:6]=[CH:5][C:4]=1[N:10]([CH3:24])[C:11]1[N:16]=[CH:15][C:14]2[N:17]=[CH:18][N:19]([CH3:20])[C:13]=2[CH:12]=1)[CH3:2], predict the reactants needed to synthesize it. (2) Given the product [Cl:25][C:22]1[CH:23]=[N:24][C:2]2[N:20]=[C:7]([CH2:8][O:9][CH2:10][CH2:11][C:12]3[CH:17]=[CH:16][C:15]([F:18])=[C:14]([Cl:19])[CH:13]=3)[NH:6][C:4](=[O:5])[C:3]=2[CH:21]=1, predict the reactants needed to synthesize it. The reactants are: Cl[C:2]1[N:24]=[CH:23][C:22]([Cl:25])=[CH:21][C:3]=1[C:4]([NH:6][C:7](=[NH:20])[CH2:8][O:9][CH2:10][CH2:11][C:12]1[CH:17]=[CH:16][C:15]([F:18])=[C:14]([Cl:19])[CH:13]=1)=[O:5].CC([O-])(C)C.[K+]. (3) Given the product [Br:1][C:2]1[CH:10]=[CH:9][C:8]([Cl:11])=[CH:7][C:3]=1[CH2:4][OH:5], predict the reactants needed to synthesize it. The reactants are: [Br:1][C:2]1[CH:10]=[CH:9][C:8]([Cl:11])=[CH:7][C:3]=1[C:4](O)=[O:5].CO.[OH-].[Na+]. (4) Given the product [CH3:1][C:2]1[C:11]2[C:6](=[CH:7][CH:8]=[CH:9][CH:10]=2)[N:5]=[C:4]([CH2:12][N:17]2[C:18](=[O:33])[C:19]3[N:20]([CH2:25][C:26]4[CH:31]=[CH:30][CH:29]=[CH:28][C:27]=4[Cl:32])[C:21]([N:45]4[CH2:46][CH2:47][CH2:48][C@@H:43]([NH:42][C:40]([O:39][C:35]([CH3:38])([CH3:37])[CH3:36])=[O:41])[CH2:44]4)=[N:22][C:23]=3[N:15]([CH3:14])[C:16]2=[O:34])[N:3]=1, predict the reactants needed to synthesize it. The reactants are: [CH3:1][C:2]1[C:11]2[C:6](=[CH:7][CH:8]=[CH:9][CH:10]=2)[N:5]=[C:4]([CH2:12]Cl)[N:3]=1.[CH3:14][N:15]1[C:23]2[N:22]=[C:21](Br)[N:20]([CH2:25][C:26]3[CH:31]=[CH:30][CH:29]=[CH:28][C:27]=3[Cl:32])[C:19]=2[C:18](=[O:33])[NH:17][C:16]1=[O:34].[C:35]([O:39][C:40]([NH:42][C@@H:43]1[CH2:48][CH2:47][CH2:46][NH:45][CH2:44]1)=[O:41])([CH3:38])([CH3:37])[CH3:36]. (5) Given the product [F:43][C:14]([F:13])([C:33]([F:41])([F:42])[C:34]([F:39])([F:40])[C:35]([F:36])([F:37])[F:38])[CH2:15][CH2:16][CH2:17][CH2:18][O:19][C:20]1[CH:25]=[N:24][C:23]([C:26]2[CH:27]=[CH:28][C:29]([O:32][CH2:44][CH2:45]/[CH:46]=[CH:47]\[CH2:48][CH2:49][CH2:50][CH3:51])=[CH:30][CH:31]=2)=[N:22][CH:21]=1, predict the reactants needed to synthesize it. The reactants are: CCOC(/N=N/C(OCC)=O)=O.[F:13][C:14]([F:43])([C:33]([F:42])([F:41])[C:34]([F:40])([F:39])[C:35]([F:38])([F:37])[F:36])[CH2:15][CH2:16][CH2:17][CH2:18][O:19][C:20]1[CH:21]=[N:22][C:23]([C:26]2[CH:31]=[CH:30][C:29]([OH:32])=[CH:28][CH:27]=2)=[N:24][CH:25]=1.[CH2:44](O)[CH2:45]/[CH:46]=[CH:47]\[CH2:48][CH2:49][CH2:50][CH3:51].C1(P(C2C=CC=CC=2)C2C=CC=CC=2)C=CC=CC=1. (6) Given the product [CH3:24][O:23][C:21]([CH2:20][C:2](=[O:27])[CH:3]([O:5][C:6]([C:8]1[CH:13]=[CH:12][C:11]([C:14]2[CH:19]=[CH:18][CH:17]=[CH:16][CH:15]=2)=[CH:10][CH:9]=1)=[O:7])[CH3:4])=[O:22], predict the reactants needed to synthesize it. The reactants are: N[C:2](=[CH:20][C:21]([O:23][CH3:24])=[O:22])[CH:3]([O:5][C:6]([C:8]1[CH:13]=[CH:12][C:11]([C:14]2[CH:19]=[CH:18][CH:17]=[CH:16][CH:15]=2)=[CH:10][CH:9]=1)=[O:7])[CH3:4].C([O-])(=[O:27])C.[NH4+]. (7) The reactants are: [N:1]1[C:9]([NH:10][C@H:11]([C:13]2[N:14]([C:25]3[CH:30]=[CH:29][CH:28]=[CH:27][CH:26]=3)[C:15](=[O:24])[C:16]3[C:21]([CH:22]=2)=[CH:20][CH:19]=[CH:18][C:17]=3[CH3:23])[CH3:12])=[C:8]2[C:4]([NH:5]C=N2)=[N:3][CH:2]=1.Cl[C:32]1[C:33]2C(C#N)=CN[C:34]=2[N:35]=CN=1.CCN(CC)CC. Given the product [CH3:23][C:17]1[CH:18]=[CH:19][CH:20]=[C:21]2[C:16]=1[C:15](=[O:24])[N:14]([C:25]1[CH:30]=[CH:29][CH:28]=[CH:27][CH:26]=1)[C:13]([C@@H:11]([NH:10][C:9]1[C:8]3[C:33]([C:34]#[N:35])=[CH:32][NH:5][C:4]=3[N:3]=[CH:2][N:1]=1)[CH3:12])=[CH:22]2, predict the reactants needed to synthesize it. (8) Given the product [NH2:19][CH2:18][C@@H:17]([N:11]1[CH2:10][C:9]2[C:13](=[CH:14][CH:15]=[C:7]([C:6]3[N:2]([CH3:1])[N:3]=[CH:4][CH:5]=3)[CH:8]=2)[C:12]1=[O:16])[CH2:30][C:31]1[CH:36]=[CH:35][CH:34]=[C:33]([F:37])[CH:32]=1, predict the reactants needed to synthesize it. The reactants are: [CH3:1][N:2]1[C:6]([C:7]2[CH:8]=[C:9]3[C:13](=[CH:14][CH:15]=2)[C:12](=[O:16])[N:11]([C@@H:17]([CH2:30][C:31]2[CH:36]=[CH:35][CH:34]=[C:33]([F:37])[CH:32]=2)[CH2:18][N:19]2C(=O)C4C(=CC=CC=4)C2=O)[CH2:10]3)=[CH:5][CH:4]=[N:3]1.CO.O1CCCC1.NN. (9) Given the product [CH2:20]([O:27][C:28]1[C:35]([CH3:36])=[CH:34][C:31]([C:32]2[CH:12]=[C:7]3[C:8]([C:3]([O:2][CH3:1])=[CH:4][C:5]([O:13][CH3:14])=[N:6]3)=[C:9]([NH2:11])[N:33]=2)=[CH:30][C:29]=1[CH3:37])[C:21]1[CH:26]=[CH:25][CH:24]=[CH:23][CH:22]=1, predict the reactants needed to synthesize it. The reactants are: [CH3:1][O:2][C:3]1[C:8]([C:9]([NH2:11])=O)=[C:7]([CH3:12])[N:6]=[C:5]([O:13][CH3:14])[CH:4]=1.[Li]CCCC.[CH2:20]([O:27][C:28]1[C:35]([CH3:36])=[CH:34][C:31]([C:32]#[N:33])=[CH:30][C:29]=1[CH3:37])[C:21]1[CH:26]=[CH:25][CH:24]=[CH:23][CH:22]=1. (10) The reactants are: [CH3:1][C:2]1([CH3:26])[C:6]([C:7]2[CH:8]=[C:9]([CH:14]=[CH:15][C:16]=2[C:17]2[C:22]([F:23])=[CH:21][N:20]=[C:19]([O:24][CH3:25])[CH:18]=2)[C:10](OC)=[O:11])=[CH:5][CH2:4][CH2:3]1.[H-].[H-].[H-].[H-].[Li+].[Al+3]. Given the product [CH3:1][C:2]1([CH3:26])[C:6]([C:7]2[CH:8]=[C:9]([CH2:10][OH:11])[CH:14]=[CH:15][C:16]=2[C:17]2[C:22]([F:23])=[CH:21][N:20]=[C:19]([O:24][CH3:25])[CH:18]=2)=[CH:5][CH2:4][CH2:3]1, predict the reactants needed to synthesize it.